The task is: Predict the product of the given reaction.. This data is from Forward reaction prediction with 1.9M reactions from USPTO patents (1976-2016). Given the reactants Br[C:2]1[CH:3]=[C:4]([NH:10][C:11]2[CH:16]=[CH:15][C:14]([C:17]([N:19]3[CH2:24][CH2:23][O:22][CH2:21][CH2:20]3)=[O:18])=[CH:13][N:12]=2)[C:5](=[O:9])[N:6]([CH3:8])[CH:7]=1.[C:25]([O:28][CH2:29][C:30]1[C:35](B2OC(C)(C)C(C)(C)O2)=[CH:34][CH:33]=[CH:32][C:31]=1[N:45]1[CH2:57][CH2:56][N:48]2[C:49]3[CH2:50][CH2:51][CH2:52][CH2:53][C:54]=3[CH:55]=[C:47]2[C:46]1=[O:58])(=[O:27])[CH3:26], predict the reaction product. The product is: [C:25]([O:28][CH2:29][C:30]1[C:31]([N:45]2[CH2:57][CH2:56][N:48]3[C:49]4[CH2:50][CH2:51][CH2:52][CH2:53][C:54]=4[CH:55]=[C:47]3[C:46]2=[O:58])=[CH:32][CH:33]=[CH:34][C:35]=1[C:2]1[CH:3]=[C:4]([NH:10][C:11]2[CH:16]=[CH:15][C:14]([C:17]([N:19]3[CH2:24][CH2:23][O:22][CH2:21][CH2:20]3)=[O:18])=[CH:13][N:12]=2)[C:5](=[O:9])[N:6]([CH3:8])[CH:7]=1)(=[O:27])[CH3:26].